From a dataset of Peptide-MHC class I binding affinity with 185,985 pairs from IEDB/IMGT. Regression. Given a peptide amino acid sequence and an MHC pseudo amino acid sequence, predict their binding affinity value. This is MHC class I binding data. (1) The peptide sequence is EFVSANLAM. The MHC is HLA-A29:02 with pseudo-sequence HLA-A29:02. The binding affinity (normalized) is 0.0847. (2) The peptide sequence is VMEHHTLPDV. The MHC is HLA-A02:01 with pseudo-sequence HLA-A02:01. The binding affinity (normalized) is 0.431.